Task: Regression. Given two drug SMILES strings and cell line genomic features, predict the synergy score measuring deviation from expected non-interaction effect.. Dataset: NCI-60 drug combinations with 297,098 pairs across 59 cell lines (1) Drug 1: C1=NC2=C(N1)C(=S)N=CN2. Drug 2: CCN(CC)CCCC(C)NC1=C2C=C(C=CC2=NC3=C1C=CC(=C3)Cl)OC. Synergy scores: CSS=37.3, Synergy_ZIP=-8.82, Synergy_Bliss=-7.39, Synergy_Loewe=-7.76, Synergy_HSA=-3.48. Cell line: HOP-92. (2) Drug 1: CC12CCC3C(C1CCC2=O)CC(=C)C4=CC(=O)C=CC34C. Drug 2: C1CN(P(=O)(OC1)NCCCl)CCCl. Cell line: RXF 393. Synergy scores: CSS=9.22, Synergy_ZIP=1.10, Synergy_Bliss=0.484, Synergy_Loewe=-27.2, Synergy_HSA=0.361. (3) Drug 1: C1CCN(CC1)CCOC2=CC=C(C=C2)C(=O)C3=C(SC4=C3C=CC(=C4)O)C5=CC=C(C=C5)O. Drug 2: CC1CCCC2(C(O2)CC(NC(=O)CC(C(C(=O)C(C1O)C)(C)C)O)C(=CC3=CSC(=N3)C)C)C. Cell line: MALME-3M. Synergy scores: CSS=2.99, Synergy_ZIP=-1.39, Synergy_Bliss=-3.20, Synergy_Loewe=-11.6, Synergy_HSA=-6.23. (4) Drug 1: C1=CC(=CC=C1CCCC(=O)O)N(CCCl)CCCl. Drug 2: C1CCC(C(C1)N)N.C(=O)(C(=O)[O-])[O-].[Pt+4]. Cell line: K-562. Synergy scores: CSS=14.4, Synergy_ZIP=-11.0, Synergy_Bliss=-5.64, Synergy_Loewe=-9.93, Synergy_HSA=-3.03. (5) Drug 1: CCC1=C2CN3C(=CC4=C(C3=O)COC(=O)C4(CC)O)C2=NC5=C1C=C(C=C5)O. Drug 2: C1=NNC2=C1C(=O)NC=N2. Cell line: ACHN. Synergy scores: CSS=65.7, Synergy_ZIP=-3.27, Synergy_Bliss=-2.66, Synergy_Loewe=-3.18, Synergy_HSA=-0.502. (6) Drug 1: CN(C)N=NC1=C(NC=N1)C(=O)N. Drug 2: CN1C2=C(C=C(C=C2)N(CCCl)CCCl)N=C1CCCC(=O)O.Cl. Cell line: KM12. Synergy scores: CSS=18.0, Synergy_ZIP=-0.623, Synergy_Bliss=2.67, Synergy_Loewe=9.18, Synergy_HSA=9.47.